This data is from Forward reaction prediction with 1.9M reactions from USPTO patents (1976-2016). The task is: Predict the product of the given reaction. Given the reactants [NH2:1][C:2]1[C:3]([NH:10][C:11]2[CH:16]=[CH:15][C:14]([CH2:17][CH2:18][NH:19][C:20]([NH:22][S:23]([C:26]3[CH:31]=[CH:30][C:29]([CH3:32])=[CH:28][CH:27]=3)(=[O:25])=[O:24])=[O:21])=[CH:13][CH:12]=2)=[N:4][C:5]([CH3:9])=[CH:6][C:7]=1[CH3:8].[CH3:33][N:34]=[C:35]=[S:36], predict the reaction product. The product is: [CH3:8][C:7]1[CH:6]=[C:5]([CH3:9])[N:4]=[C:3]([NH:10][C:11]2[CH:16]=[CH:15][C:14]([CH2:17][CH2:18][NH:19][C:20]([NH:22][S:23]([C:26]3[CH:27]=[CH:28][C:29]([CH3:32])=[CH:30][CH:31]=3)(=[O:25])=[O:24])=[O:21])=[CH:13][CH:12]=2)[C:2]=1[NH:1][C:35]([NH:34][CH3:33])=[S:36].